Predict the reaction yield, written as a fraction of the theoretical maximum amount of product (1.0 means a 100% yield; for example, 0.34 means a 34% yield). From a dataset of Reaction yield outcomes from USPTO patents with 853,638 reactions. The reactants are [Br:1][C:2]1[CH:7]=[CH:6][C:5]([S:8](Cl)(=[O:10])=[O:9])=[CH:4][CH:3]=1.[CH2:12]([NH2:16])[CH:13]([CH3:15])[CH3:14]. The catalyst is ClCCl. The product is [Br:1][C:2]1[CH:7]=[CH:6][C:5]([S:8]([NH:16][CH2:12][CH:13]([CH3:15])[CH3:14])(=[O:10])=[O:9])=[CH:4][CH:3]=1. The yield is 0.280.